This data is from Reaction yield outcomes from USPTO patents with 853,638 reactions. The task is: Predict the reaction yield, written as a fraction of the theoretical maximum amount of product (1.0 means a 100% yield; for example, 0.34 means a 34% yield). (1) The reactants are [OH:1][C:2]([CH3:42])([CH3:41])[CH:3]([CH3:40])[O:4][C@H:5]1[CH2:10][CH2:9][C@H:8]([N:11]2[C:16](=[O:17])[C:15]([CH2:18][C:19]3[CH:24]=[CH:23][C:22]([C:25]4[C:26]([C:31]#[N:32])=[CH:27][CH:28]=[CH:29][CH:30]=4)=[CH:21][CH:20]=3)=[C:14]([CH2:33][CH2:34][CH3:35])[N:13]3[N:36]=[C:37]([CH3:39])[N:38]=[C:12]23)[CH2:7][CH2:6]1.C[Si]([N:47]=[N+:48]=[N-:49])(C)C.C([Sn](=O)CCCC)CCC.C1(C)C=CC=CC=1. The catalyst is O.C(OCC)(=O)C. The product is [OH:1][C:2]([CH3:41])([CH3:42])[CH:3]([CH3:40])[O:4][C@H:5]1[CH2:10][CH2:9][C@H:8]([N:11]2[C:16](=[O:17])[C:15]([CH2:18][C:19]3[CH:24]=[CH:23][C:22]([C:25]4[CH:30]=[CH:29][CH:28]=[CH:27][C:26]=4[C:31]4[NH:49][N:48]=[N:47][N:32]=4)=[CH:21][CH:20]=3)=[C:14]([CH2:33][CH2:34][CH3:35])[N:13]3[N:36]=[C:37]([CH3:39])[N:38]=[C:12]23)[CH2:7][CH2:6]1. The yield is 0.260. (2) The reactants are [NH2:1][C:2]1[CH:3]=[C:4]2[C:14](=[O:15])[NH:13][N:12]=[CH:11][C:6]3=[CH:7][NH:8][C:9]([CH:10]=1)=[C:5]23.[CH2:16]1[C:25]2[C:20](=[CH:21][CH:22]=[CH:23][CH:24]=2)[CH2:19][CH2:18][N:17]1[CH2:26][C:27]([OH:29])=O.C(N([CH2:35][CH3:36])CC)C.F[P-](F)(F)(F)(F)F.N1(OC(N(C)C)=[N+](C)C)[C:48]2N=C[CH:51]=[CH:52][C:47]=2N=N1. The catalyst is CN(C)C=O. The product is [CH2:16]1[C:25]2[C:20](=[CH:21][CH:22]=[CH:23][CH:24]=2)[CH2:19][CH2:18][N:17]1[CH2:26][C:27]([NH:1][C:2]1[CH:3]=[C:4]2[C:14](=[O:15])[NH:13][N:12]=[CH:11][C:6]3=[C:7]([C:36]4[CH:35]=[CH:51][CH:52]=[CH:47][CH:48]=4)[NH:8][C:9]([CH:10]=1)=[C:5]23)=[O:29]. The yield is 0.340. (3) The reactants are [OH:1][CH:2]1[CH2:5][N:4]([C:6]([O:8][CH2:9][C:10]2[CH:15]=[CH:14][CH:13]=[CH:12][CH:11]=2)=[O:7])[CH2:3]1.[H-].[Na+].[C:18](=[S:20])=[S:19].[CH3:21]I. The catalyst is O1CCCC1. The product is [CH3:21][S:19][C:18]([O:1][CH:2]1[CH2:3][N:4]([C:6]([O:8][CH2:9][C:10]2[CH:15]=[CH:14][CH:13]=[CH:12][CH:11]=2)=[O:7])[CH2:5]1)=[S:20]. The yield is 0.780. (4) The reactants are Br[C:2]1[CH:11]=[CH:10][C:5]([O:6][CH2:7][CH2:8][OH:9])=[CH:4][CH:3]=1.[F:12][C:13]1[CH:53]=[N:52][C:16]2[N:17]([C:37]3[CH:42]=[CH:41][CH:40]=[C:39](B4OC(C)(C)C(C)(C)O4)[CH:38]=3)[C:18](=[O:36])[N:19]([C@@H:22]3[CH2:27][CH2:26][C@H:25]([NH:28][C:29](=[O:35])[O:30][C:31]([CH3:34])([CH3:33])[CH3:32])[CH2:24][CH2:23]3)[C:20](=[O:21])[C:15]=2[CH:14]=1. No catalyst specified. The product is [C:31]([O:30][C:29](=[O:35])[NH:28][C@H:25]1[CH2:26][CH2:27][C@@H:22]([N:19]2[C:20](=[O:21])[C:15]3[CH:14]=[C:13]([F:12])[CH:53]=[N:52][C:16]=3[N:17]([C:37]3[CH:42]=[C:41]([C:2]4[CH:11]=[CH:10][C:5]([O:6][CH2:7][CH2:8][OH:9])=[CH:4][CH:3]=4)[CH:40]=[CH:39][CH:38]=3)[C:18]2=[O:36])[CH2:23][CH2:24]1)([CH3:34])([CH3:32])[CH3:33]. The yield is 0.430.